Dataset: NCI-60 drug combinations with 297,098 pairs across 59 cell lines. Task: Regression. Given two drug SMILES strings and cell line genomic features, predict the synergy score measuring deviation from expected non-interaction effect. (1) Drug 1: CCC(=C(C1=CC=CC=C1)C2=CC=C(C=C2)OCCN(C)C)C3=CC=CC=C3.C(C(=O)O)C(CC(=O)O)(C(=O)O)O. Drug 2: CC(C)CN1C=NC2=C1C3=CC=CC=C3N=C2N. Cell line: M14. Synergy scores: CSS=6.38, Synergy_ZIP=-0.711, Synergy_Bliss=1.95, Synergy_Loewe=-0.432, Synergy_HSA=-0.645. (2) Drug 1: C1=CN(C(=O)N=C1N)C2C(C(C(O2)CO)O)O.Cl. Drug 2: CC(C)CN1C=NC2=C1C3=CC=CC=C3N=C2N. Cell line: SK-MEL-28. Synergy scores: CSS=39.4, Synergy_ZIP=-2.53, Synergy_Bliss=2.17, Synergy_Loewe=-0.219, Synergy_HSA=1.96. (3) Drug 1: CC(CN1CC(=O)NC(=O)C1)N2CC(=O)NC(=O)C2. Drug 2: CC(C1=C(C=CC(=C1Cl)F)Cl)OC2=C(N=CC(=C2)C3=CN(N=C3)C4CCNCC4)N. Cell line: MCF7. Synergy scores: CSS=8.47, Synergy_ZIP=-8.22, Synergy_Bliss=-7.14, Synergy_Loewe=-9.79, Synergy_HSA=-6.63. (4) Drug 1: C1CN1C2=NC(=NC(=N2)N3CC3)N4CC4. Drug 2: C1C(C(OC1N2C=NC(=NC2=O)N)CO)O. Cell line: HCT-15. Synergy scores: CSS=25.5, Synergy_ZIP=4.35, Synergy_Bliss=9.07, Synergy_Loewe=2.08, Synergy_HSA=5.37. (5) Drug 1: CC1C(C(CC(O1)OC2CC(CC3=C2C(=C4C(=C3O)C(=O)C5=C(C4=O)C(=CC=C5)OC)O)(C(=O)C)O)N)O.Cl. Drug 2: C1=NC2=C(N=C(N=C2N1C3C(C(C(O3)CO)O)O)F)N. Cell line: UACC-257. Synergy scores: CSS=-2.09, Synergy_ZIP=0.00277, Synergy_Bliss=-1.63, Synergy_Loewe=-8.97, Synergy_HSA=-4.27.